From a dataset of Peptide-MHC class II binding affinity with 134,281 pairs from IEDB. Regression. Given a peptide amino acid sequence and an MHC pseudo amino acid sequence, predict their binding affinity value. This is MHC class II binding data. (1) The MHC is HLA-DPA10103-DPB10301 with pseudo-sequence HLA-DPA10103-DPB10301. The peptide sequence is VVLGLATSPTAEGGK. The binding affinity (normalized) is 0.0651. (2) The peptide sequence is THIFAEVLKD. The MHC is HLA-DQA10401-DQB10402 with pseudo-sequence HLA-DQA10401-DQB10402. The binding affinity (normalized) is 0.402.